This data is from Catalyst prediction with 721,799 reactions and 888 catalyst types from USPTO. The task is: Predict which catalyst facilitates the given reaction. (1) Reactant: [CH2:1]([N:8]1[CH2:14][CH2:13][CH2:12][N:11]([CH2:15][C:16]2[CH:21]=[CH:20][CH:19]=[CH:18][CH:17]=2)[CH2:10][CH:9]1[C:22]([O-])=[O:23])[C:2]1[CH:7]=[CH:6][CH:5]=[CH:4][CH:3]=1.[H-].[Al+3].[Li+].[H-].[H-].[H-]. Product: [CH2:1]([N:8]1[CH2:14][CH2:13][CH2:12][N:11]([CH2:15][C:16]2[CH:21]=[CH:20][CH:19]=[CH:18][CH:17]=2)[CH2:10][CH:9]1[CH2:22][OH:23])[C:2]1[CH:3]=[CH:4][CH:5]=[CH:6][CH:7]=1. The catalyst class is: 7. (2) Reactant: Cl.[NH2:2][CH2:3][CH2:4][C:5]1[CH:10]=[CH:9][C:8]([S:11]([C:14]2[CH:15]=[CH:16][C:17]([OH:24])=[C:18]([CH:23]=2)[C:19]([O:21][CH3:22])=[O:20])(=[O:13])=[O:12])=[CH:7][CH:6]=1.[C:25](O[C:25]([O:27][C:28]([CH3:31])([CH3:30])[CH3:29])=[O:26])([O:27][C:28]([CH3:31])([CH3:30])[CH3:29])=[O:26].[OH-].[Na+]. Product: [C:28]([O:27][C:25]([NH:2][CH2:3][CH2:4][C:5]1[CH:10]=[CH:9][C:8]([S:11]([C:14]2[CH:15]=[CH:16][C:17]([OH:24])=[C:18]([CH:23]=2)[C:19]([O:21][CH3:22])=[O:20])(=[O:13])=[O:12])=[CH:7][CH:6]=1)=[O:26])([CH3:31])([CH3:30])[CH3:29]. The catalyst class is: 253. (3) Reactant: [NH:1]1[C:9]2[CH2:8][CH2:7][CH2:6][CH2:5][C:4]=2[C:3]([CH2:10][CH2:11][C:12]([OH:14])=O)=[CH:2]1.C(C1NC=CN=1)([C:17]1[NH:18][CH:19]=CN=1)=O.CNC. Product: [CH3:17][N:18]([CH3:19])[C:12](=[O:14])[CH2:11][CH2:10][C:3]1[C:4]2[CH2:5][CH2:6][CH2:7][CH2:8][C:9]=2[NH:1][CH:2]=1. The catalyst class is: 7. (4) Reactant: [F:1][CH:2]([F:26])[C:3]1[CH:8]=[CH:7][N:6]=[C:5]([NH:9][C:10]2[CH:15]=[C:14](B3OC(C)(C)C(C)(C)O3)[CH:13]=[C:12]([CH3:25])[CH:11]=2)[N:4]=1.Br[C:28]1[CH:29]=[N:30][N:31]([CH2:33][C:34](=[O:36])[CH3:35])[CH:32]=1.C(=O)([O-])[O-].[Na+].[Na+]. Product: [F:26][CH:2]([F:1])[C:3]1[CH:8]=[CH:7][N:6]=[C:5]([NH:9][C:10]2[CH:15]=[C:14]([C:28]3[CH:29]=[N:30][N:31]([CH2:33][C:34](=[O:36])[CH3:35])[CH:32]=3)[CH:13]=[C:12]([CH3:25])[CH:11]=2)[N:4]=1. The catalyst class is: 669. (5) Reactant: [N+:1]([C:4]1[N:5]([CH2:9][CH2:10][CH2:11][CH2:12][CH2:13][NH:14]C(=O)OC(C)(C)C)[CH:6]=[CH:7][N:8]=1)([O-:3])=[O:2].Cl. Product: [N+:1]([C:4]1[N:5]([CH2:9][CH2:10][CH2:11][CH2:12][CH2:13][NH2:14])[CH:6]=[CH:7][N:8]=1)([O-:3])=[O:2]. The catalyst class is: 5. (6) Reactant: [CH3:1][O:2][C:3]([CH2:5][CH2:6][CH2:7][CH2:8][CH:9]=O)=[O:4].[C:11]1([NH:17]N)[CH:16]=[CH:15][CH:14]=[CH:13][CH:12]=1. Product: [CH3:1][O:2][C:3]([CH2:5][CH2:6][CH2:7][C:8]1[C:16]2[C:11](=[CH:12][CH:13]=[CH:14][CH:15]=2)[NH:17][CH:9]=1)=[O:4]. The catalyst class is: 15. (7) Reactant: O=P(Cl)(Cl)Cl.C[N+](C)=[CH:8][Cl:9].[Cl-].[F:12][CH2:13][C:14]1([CH2:21][F:22])[CH2:19][CH2:18][C:17](=[O:20])[CH2:16][CH2:15]1.C([O-])(O)=O.[Na+]. The catalyst class is: 120. Product: [Cl:9][C:8]1[CH2:18][CH2:19][C:14]([CH2:21][F:22])([CH2:13][F:12])[CH2:15][C:16]=1[CH:17]=[O:20]. (8) Reactant: [F:8][C:7]([F:10])([F:9])[C:6](O[C:6](=[O:11])[C:7]([F:10])([F:9])[F:8])=[O:11].[CH3:14][O:15][C:16]1[CH:21]=[CH:20][C:19]([CH2:22][CH2:23][NH2:24])=[CH:18][CH:17]=1.N1C=CC=CC=1. Product: [F:10][C:7]([F:8])([F:9])[C:6]([NH:24][CH2:23][CH2:22][C:19]1[CH:20]=[CH:21][C:16]([O:15][CH3:14])=[CH:17][CH:18]=1)=[O:11]. The catalyst class is: 1. (9) Reactant: [NH2:1][C:2]1[CH:7]=[CH:6][CH:5]=[C:4]([N:8]2[C:15]3[N:11]([N:12]=[C:13]([C:16]4[CH:17]=[N:18][CH:19]=[CH:20][CH:21]=4)[CH:14]=3)[CH:10]=[CH:9]2)[C:3]=1[OH:22].[C:23]([C:25]1[CH:26]=[C:27]([CH:31]=[C:32]([S:34]([F:39])([F:38])([F:37])([F:36])[F:35])[CH:33]=1)[C:28](O)=[O:29])#[N:24].CN(C(ON1N=NC2C=CC=NC1=2)=[N+](C)C)C.F[P-](F)(F)(F)(F)F.C(N(CC)C(C)C)(C)C. Product: [C:23]([C:25]1[CH:26]=[C:27]([CH:31]=[C:32]([S:34]([F:38])([F:39])([F:35])([F:36])[F:37])[CH:33]=1)[C:28]([NH:1][C:2]1[CH:7]=[CH:6][CH:5]=[C:4]([N:8]2[C:15]3[N:11]([N:12]=[C:13]([C:16]4[CH:17]=[N:18][CH:19]=[CH:20][CH:21]=4)[CH:14]=3)[CH:10]=[CH:9]2)[C:3]=1[OH:22])=[O:29])#[N:24]. The catalyst class is: 18. (10) Reactant: [CH3:1][CH:2]1[CH:10]([NH2:11])[CH2:9][CH:5]2[C:6]([CH3:8])([CH3:7])[CH:3]1[CH2:4]2.[CH2:12]1[CH2:18][S:15](=[O:17])(=[O:16])[O:14][CH2:13]1.O1CCC[CH2:20]1. Product: [CH3:20][C@:3]12[CH2:4][C@H:5]([C:6]1([CH3:7])[CH3:8])[CH2:9][C@@H:10]([NH:11][CH2:13][CH2:12][CH2:18][S:15]([OH:14])(=[O:17])=[O:16])[C@@H:2]2[CH3:1]. The catalyst class is: 6.